This data is from Forward reaction prediction with 1.9M reactions from USPTO patents (1976-2016). The task is: Predict the product of the given reaction. Given the reactants [F:1][C:2]1([F:34])[CH2:6][C@H:5]([N:7]([C@@H](C2C=CC=CC=2)C)C(=O)OCC2C=CC=CC=2)[C@@H:4]([NH:26][S:27]([C:30]([CH3:33])([CH3:32])[CH3:31])(=[O:29])=[O:28])[CH2:3]1.[H][H], predict the reaction product. The product is: [NH2:7][C@H:5]1[CH2:6][C:2]([F:1])([F:34])[CH2:3][C@@H:4]1[NH:26][S:27]([C:30]([CH3:33])([CH3:32])[CH3:31])(=[O:29])=[O:28].